This data is from NCI-60 drug combinations with 297,098 pairs across 59 cell lines. The task is: Regression. Given two drug SMILES strings and cell line genomic features, predict the synergy score measuring deviation from expected non-interaction effect. (1) Drug 1: C1=NC2=C(N1)C(=S)N=C(N2)N. Drug 2: C1CNP(=O)(OC1)N(CCCl)CCCl. Cell line: NCI/ADR-RES. Synergy scores: CSS=34.8, Synergy_ZIP=8.56, Synergy_Bliss=8.12, Synergy_Loewe=-22.1, Synergy_HSA=5.29. (2) Drug 1: CNC(=O)C1=NC=CC(=C1)OC2=CC=C(C=C2)NC(=O)NC3=CC(=C(C=C3)Cl)C(F)(F)F. Drug 2: CC1C(C(CC(O1)OC2CC(CC3=C2C(=C4C(=C3O)C(=O)C5=C(C4=O)C(=CC=C5)OC)O)(C(=O)CO)O)N)O.Cl. Cell line: HL-60(TB). Synergy scores: CSS=66.5, Synergy_ZIP=3.35, Synergy_Bliss=3.03, Synergy_Loewe=-1.81, Synergy_HSA=4.08. (3) Drug 1: CC1=C2C(C(=O)C3(C(CC4C(C3C(C(C2(C)C)(CC1OC(=O)C(C(C5=CC=CC=C5)NC(=O)C6=CC=CC=C6)O)O)OC(=O)C7=CC=CC=C7)(CO4)OC(=O)C)O)C)OC(=O)C. Cell line: NCI-H522. Drug 2: CN(CC1=CN=C2C(=N1)C(=NC(=N2)N)N)C3=CC=C(C=C3)C(=O)NC(CCC(=O)O)C(=O)O. Synergy scores: CSS=15.5, Synergy_ZIP=1.77, Synergy_Bliss=1.58, Synergy_Loewe=-14.7, Synergy_HSA=0.649.